From a dataset of Forward reaction prediction with 1.9M reactions from USPTO patents (1976-2016). Predict the product of the given reaction. (1) Given the reactants [OH:1][C@@H:2]1[CH2:6][C@H:5]([OH:7])[C@H:4]([CH2:8]/[CH:9]=[CH:10]\[CH2:11][CH2:12][CH2:13][C:14]([OH:16])=[O:15])[C@H:3]1/[CH:17]=[CH:18]/[C@@H:19]([OH:28])[CH2:20][CH2:21][C:22]1[CH:27]=[CH:26][CH:25]=[CH:24][CH:23]=1.I[CH2:30][CH2:31][O:32][C:33]1[CH:34]=[C:35]([CH:38]=[CH:39][C:40]=1[CH3:41])[CH:36]=[O:37].C1CCN2C(=NCCC2)CC1, predict the reaction product. The product is: [OH:1][C@@H:2]1[CH2:6][C@H:5]([OH:7])[C@H:4]([CH2:8]/[CH:9]=[CH:10]\[CH2:11][CH2:12][CH2:13][C:14]([O:16][CH2:30][CH2:31][O:32][C:33]2[CH:34]=[C:35]([CH:36]=[O:37])[CH:38]=[CH:39][C:40]=2[CH3:41])=[O:15])[C@H:3]1/[CH:17]=[CH:18]/[C@@H:19]([OH:28])[CH2:20][CH2:21][C:22]1[CH:23]=[CH:24][CH:25]=[CH:26][CH:27]=1. (2) Given the reactants [NH2:1][C:2]1[CH:9]=[CH:8][C:7]([O:10][CH3:11])=[CH:6][C:3]=1[C:4]#[N:5].[C:12]([O:18][CH2:19][CH3:20])(=[O:17])[CH2:13][C:14]([CH3:16])=O, predict the reaction product. The product is: [NH2:5][C:4]1[C:3]2[C:2](=[CH:9][CH:8]=[C:7]([O:10][CH3:11])[CH:6]=2)[N:1]=[C:14]([CH3:16])[C:13]=1[C:12]([O:18][CH2:19][CH3:20])=[O:17]. (3) Given the reactants [Cl:1][C:2]1[N:7]=[C:6](Cl)[CH:5]=[CH:4][N:3]=1.[Cl:9][C:10]1[CH:11]=[CH:12][C:13]([OH:19])=[C:14](B(O)O)[CH:15]=1.C(=O)([O-])[O-].[Na+].[Na+], predict the reaction product. The product is: [Cl:9][C:10]1[CH:11]=[CH:12][C:13]([OH:19])=[C:14]([C:6]2[CH:5]=[CH:4][N:3]=[C:2]([Cl:1])[N:7]=2)[CH:15]=1. (4) Given the reactants C([O:3][C:4](=[O:33])[C:5]([O:8][C:9]1[CH:14]=[CH:13][C:12]([O:15][CH2:16][CH2:17][C:18]2[N:19]=[C:20]([C:24]3[CH:29]=[CH:28][CH:27]=[CH:26][CH:25]=3)[O:21][C:22]=2[CH3:23])=[CH:11][C:10]=1[CH2:30][O:31][CH3:32])([CH3:7])[CH3:6])C.[OH-].[Na+], predict the reaction product. The product is: [CH3:32][O:31][CH2:30][C:10]1[CH:11]=[C:12]([O:15][CH2:16][CH2:17][C:18]2[N:19]=[C:20]([C:24]3[CH:25]=[CH:26][CH:27]=[CH:28][CH:29]=3)[O:21][C:22]=2[CH3:23])[CH:13]=[CH:14][C:9]=1[O:8][C:5]([CH3:7])([CH3:6])[C:4]([OH:33])=[O:3]. (5) Given the reactants [NH2:1][C:2]1[N:7]=[CH:6][N:5]=[C:4]2[N:8]([CH2:25][CH:26]3[CH2:29][CH2:28][N:27]3C(OC(C)(C)C)=O)[N:9]=[C:10]([C:11]3[CH:16]=[CH:15][C:14]([O:17][C:18]4[CH:23]=[CH:22][CH:21]=[CH:20][CH:19]=4)=[CH:13][C:12]=3[F:24])[C:3]=12.C(O)(C(F)(F)F)=O, predict the reaction product. The product is: [NH:27]1[CH2:28][CH2:29][CH:26]1[CH2:25][N:8]1[C:4]2=[N:5][CH:6]=[N:7][C:2]([NH2:1])=[C:3]2[C:10]([C:11]2[CH:16]=[CH:15][C:14]([O:17][C:18]3[CH:19]=[CH:20][CH:21]=[CH:22][CH:23]=3)=[CH:13][C:12]=2[F:24])=[N:9]1. (6) Given the reactants [Br:1]Br.[CH:3]1([C:6]2[CH:11]=[CH:10][CH:9]=[CH:8][C:7]=2[OH:12])[CH2:5][CH2:4]1, predict the reaction product. The product is: [Br:1][C:10]1[CH:9]=[CH:8][C:7]([OH:12])=[C:6]([CH:3]2[CH2:5][CH2:4]2)[CH:11]=1. (7) Given the reactants I[C:2]1[CH:7]=[CH:6][C:5]([O:8][C:9]([F:12])([F:11])[F:10])=[CH:4][CH:3]=1.C1(P(C2C=CC=CC=2)C2C=CC=CC=2)C=CC=CC=1.[CH2:32]([OH:35])[C:33]#[CH:34].C(N(C(C)C)CC)(C)C, predict the reaction product. The product is: [F:10][C:9]([F:12])([F:11])[O:8][C:5]1[CH:6]=[CH:7][C:2]([C:34]#[C:33][CH2:32][OH:35])=[CH:3][CH:4]=1.